Dataset: NCI-60 drug combinations with 297,098 pairs across 59 cell lines. Task: Regression. Given two drug SMILES strings and cell line genomic features, predict the synergy score measuring deviation from expected non-interaction effect. (1) Drug 1: C1=CC(=CC=C1CCCC(=O)O)N(CCCl)CCCl. Drug 2: CC1=C(C(CCC1)(C)C)C=CC(=CC=CC(=CC(=O)O)C)C. Cell line: RXF 393. Synergy scores: CSS=15.6, Synergy_ZIP=-3.42, Synergy_Bliss=0.666, Synergy_Loewe=2.85, Synergy_HSA=2.86. (2) Synergy scores: CSS=19.4, Synergy_ZIP=13.4, Synergy_Bliss=9.14, Synergy_Loewe=-2.34, Synergy_HSA=-1.77. Drug 1: CCC1(CC2CC(C3=C(CCN(C2)C1)C4=CC=CC=C4N3)(C5=C(C=C6C(=C5)C78CCN9C7C(C=CC9)(C(C(C8N6C=O)(C(=O)OC)O)OC(=O)C)CC)OC)C(=O)OC)O.OS(=O)(=O)O. Drug 2: CC12CCC3C(C1CCC2OP(=O)(O)O)CCC4=C3C=CC(=C4)OC(=O)N(CCCl)CCCl.[Na+]. Cell line: COLO 205.